Predict the reaction yield, written as a fraction of the theoretical maximum amount of product (1.0 means a 100% yield; for example, 0.34 means a 34% yield). From a dataset of Reaction yield outcomes from USPTO patents with 853,638 reactions. (1) The reactants are P(Cl)(Cl)(Cl)=O.[C:6]1([N:12]([C:19]2[CH:24]=[CH:23][CH:22]=[CH:21][CH:20]=2)[C:13]2[CH:18]=[CH:17][CH:16]=[CH:15][CH:14]=2)[CH:11]=[CH:10][CH:9]=[CH:8][CH:7]=1.[OH-].[K+].CN(C)[CH:29]=[O:30]. No catalyst specified. The product is [C:19]1([N:12]([C:6]2[CH:7]=[CH:8][CH:9]=[CH:10][CH:11]=2)[C:13]2[CH:18]=[CH:17][C:16]([CH:29]=[O:30])=[CH:15][CH:14]=2)[CH:20]=[CH:21][CH:22]=[CH:23][CH:24]=1. The yield is 0.720. (2) The reactants are N([C:9]([O:11][CH:12](C)C)=[O:10])=N[C:9]([O:11][CH:12](C)C)=[O:10].[I:15][C:16]1[CH:21]=[CH:20][C:19]([OH:22])=[CH:18][CH:17]=1.[C:36]1(P([C:36]2[CH:41]=[CH:40][CH:39]=[CH:38][CH:37]=2)[C:36]2[CH:41]=[CH:40][CH:39]=[CH:38][CH:37]=2)[CH:41]=[CH:40][CH:39]=[CH:38][CH:37]=1.O1[CH2:46][CH2:45][CH2:44][CH2:43]1. The catalyst is C(OCC)C. The product is [I:15][C:16]1[CH:21]=[CH:20][C:19]([O:22][CH:43]([C:36]2[CH:37]=[CH:38][C:39]([C:9]([O:11][CH3:12])=[O:10])=[CH:40][CH:41]=2)[CH2:44][CH2:45][CH3:46])=[CH:18][CH:17]=1. The yield is 0.750.